Dataset: Forward reaction prediction with 1.9M reactions from USPTO patents (1976-2016). Task: Predict the product of the given reaction. (1) Given the reactants [CH3:1][O:2][C:3](=[O:15])[C:4]1[C:9]([N+:10]([O-:12])=[O:11])=[CH:8][CH:7]=[C:6]([F:13])[C:5]=1[CH3:14].[Br:16]N1C(=O)CCC1=O.N(C(C)(C)C#N)=NC(C)(C)C#N, predict the reaction product. The product is: [CH3:1][O:2][C:3](=[O:15])[C:4]1[C:9]([N+:10]([O-:12])=[O:11])=[CH:8][CH:7]=[C:6]([F:13])[C:5]=1[CH2:14][Br:16]. (2) Given the reactants [CH3:1][O:2][C:3]1[CH:11]=[CH:10][CH:9]=[C:8]2[C:4]=1[CH:5]=[CH:6][NH:7]2.[H-].[Na+].I[CH3:15], predict the reaction product. The product is: [CH3:1][O:2][C:3]1[CH:11]=[CH:10][CH:9]=[C:8]2[C:4]=1[CH:5]=[CH:6][N:7]2[CH3:15]. (3) Given the reactants [OH-].[Na+].[CH2:3]([C:5]([CH2:11][CH2:12][CH:13]=[CH2:14])=[CH:6][C:7]([O:9]C)=[O:8])[CH3:4].Cl, predict the reaction product. The product is: [CH2:3]([C:5]([CH2:11][CH2:12][CH:13]=[CH2:14])=[CH:6][C:7]([OH:9])=[O:8])[CH3:4]. (4) Given the reactants C(=O)([O-])[O-].[K+].[K+].Cl[C:8]1[C:17]2[C:12](=[CH:13][CH:14]=[C:15]([C:18]([F:21])([F:20])[F:19])[CH:16]=2)[N:11]=[CH:10][CH:9]=1.[CH3:22][O:23][C:24]([C:26]1[C:34]2[C:29](=[CH:30][CH:31]=[CH:32][CH:33]=2)[NH:28][CH:27]=1)=[O:25], predict the reaction product. The product is: [CH3:22][O:23][C:24]([C:26]1[C:34]2[C:29](=[CH:30][CH:31]=[CH:32][CH:33]=2)[N:28]([C:8]2[C:17]3[C:12](=[CH:13][CH:14]=[C:15]([C:18]([F:21])([F:20])[F:19])[CH:16]=3)[N:11]=[CH:10][CH:9]=2)[CH:27]=1)=[O:25]. (5) Given the reactants C([Li])CCC.Cl[C:7]1[S:8][C:9]([CH:13]2[O:17][CH2:16][CH2:15][O:14]2)=[C:10]([Cl:12])[N:11]=1, predict the reaction product. The product is: [Cl:12][C:10]1[N:11]=[CH:7][S:8][C:9]=1[CH:13]1[O:17][CH2:16][CH2:15][O:14]1.